From a dataset of Full USPTO retrosynthesis dataset with 1.9M reactions from patents (1976-2016). Predict the reactants needed to synthesize the given product. (1) Given the product [C:1]([O:5][C:6](=[O:19])[NH:7][C@H:8]([CH2:9][C:10]1[CH:15]=[CH:14][CH:13]=[CH:12][CH:11]=1)[C@@H:16]([OH:17])[CH2:18][N:24]1[CH2:25][CH2:26][CH2:27][C@H:23]1[CH2:22][O:21][CH3:20])([CH3:4])([CH3:3])[CH3:2], predict the reactants needed to synthesize it. The reactants are: [C:1]([O:5][C:6](=[O:19])[NH:7][C@@H:8]([C@@H:16]1[CH2:18][O:17]1)[CH2:9][C:10]1[CH:15]=[CH:14][CH:13]=[CH:12][CH:11]=1)([CH3:4])([CH3:3])[CH3:2].[CH3:20][O:21][CH2:22][C@@H:23]1[CH2:27][CH2:26][CH2:25][NH:24]1. (2) Given the product [CH3:1][O:2][C:3](=[O:21])[C:4]1[C:9]([Cl:10])=[CH:8][C:7]([NH:11][S:12]([CH3:15])(=[O:14])=[O:13])=[CH:6][C:5]=1[Cl:20], predict the reactants needed to synthesize it. The reactants are: [CH3:1][O:2][C:3](=[O:21])[C:4]1[C:9]([Cl:10])=[CH:8][C:7]([N:11](S(C)(=O)=O)[S:12]([CH3:15])(=[O:14])=[O:13])=[CH:6][C:5]=1[Cl:20].[OH-].[Na+].